Dataset: NCI-60 drug combinations with 297,098 pairs across 59 cell lines. Task: Regression. Given two drug SMILES strings and cell line genomic features, predict the synergy score measuring deviation from expected non-interaction effect. (1) Synergy scores: CSS=62.6, Synergy_ZIP=-3.02, Synergy_Bliss=-2.27, Synergy_Loewe=-31.4, Synergy_HSA=1.49. Cell line: NCI-H522. Drug 2: C1=NNC2=C1C(=O)NC=N2. Drug 1: CC=C1C(=O)NC(C(=O)OC2CC(=O)NC(C(=O)NC(CSSCCC=C2)C(=O)N1)C(C)C)C(C)C. (2) Drug 1: CN(C)N=NC1=C(NC=N1)C(=O)N. Drug 2: C1CN(P(=O)(OC1)NCCCl)CCCl. Cell line: MDA-MB-231. Synergy scores: CSS=-9.62, Synergy_ZIP=0.388, Synergy_Bliss=-7.00, Synergy_Loewe=-10.5, Synergy_HSA=-9.99. (3) Drug 1: CC1=C(C=C(C=C1)NC2=NC=CC(=N2)N(C)C3=CC4=NN(C(=C4C=C3)C)C)S(=O)(=O)N.Cl. Drug 2: C1=CC(=CC=C1CC(C(=O)O)N)N(CCCl)CCCl.Cl. Cell line: SF-268. Synergy scores: CSS=6.18, Synergy_ZIP=-4.05, Synergy_Bliss=-0.629, Synergy_Loewe=-10.0, Synergy_HSA=-5.55. (4) Cell line: UACC62. Drug 1: CC12CCC3C(C1CCC2NC(=O)OCC(F)(F)F)CCC4C3(C=CC(=O)N4C)C. Drug 2: C1=CC=C(C=C1)NC(=O)CCCCCCC(=O)NO. Synergy scores: CSS=40.7, Synergy_ZIP=3.97, Synergy_Bliss=2.85, Synergy_Loewe=-20.5, Synergy_HSA=1.66. (5) Drug 1: C1=CN(C=N1)CC(O)(P(=O)(O)O)P(=O)(O)O. Drug 2: CC1=C(C(=O)C2=C(C1=O)N3CC4C(C3(C2COC(=O)N)OC)N4)N. Cell line: BT-549. Synergy scores: CSS=15.8, Synergy_ZIP=-2.94, Synergy_Bliss=2.55, Synergy_Loewe=-14.7, Synergy_HSA=-3.37. (6) Drug 1: CNC(=O)C1=CC=CC=C1SC2=CC3=C(C=C2)C(=NN3)C=CC4=CC=CC=N4. Drug 2: C1=NC2=C(N=C(N=C2N1C3C(C(C(O3)CO)O)F)Cl)N. Cell line: IGROV1. Synergy scores: CSS=14.3, Synergy_ZIP=-6.42, Synergy_Bliss=1.05, Synergy_Loewe=0.797, Synergy_HSA=0.803. (7) Drug 1: C1=C(C(=O)NC(=O)N1)F. Drug 2: COC1=C2C(=CC3=C1OC=C3)C=CC(=O)O2. Cell line: SF-539. Synergy scores: CSS=46.1, Synergy_ZIP=-1.05, Synergy_Bliss=-8.62, Synergy_Loewe=-17.6, Synergy_HSA=-14.3. (8) Drug 1: C1=C(C(=O)NC(=O)N1)F. Drug 2: CC1=C(C(=CC=C1)Cl)NC(=O)C2=CN=C(S2)NC3=CC(=NC(=N3)C)N4CCN(CC4)CCO. Cell line: NCI-H226. Synergy scores: CSS=28.2, Synergy_ZIP=-2.17, Synergy_Bliss=0.269, Synergy_Loewe=2.31, Synergy_HSA=2.69. (9) Drug 1: CN(CCCl)CCCl.Cl. Drug 2: C1CC(=O)NC(=O)C1N2C(=O)C3=CC=CC=C3C2=O. Cell line: M14. Synergy scores: CSS=2.29, Synergy_ZIP=-1.43, Synergy_Bliss=2.55, Synergy_Loewe=-5.72, Synergy_HSA=-1.11.